Dataset: Full USPTO retrosynthesis dataset with 1.9M reactions from patents (1976-2016). Task: Predict the reactants needed to synthesize the given product. (1) The reactants are: [C:1]([C:3]1[CH:8]=[CH:7][C:6]([C:9]([C:17]2[N:18]([C:22]3[CH:27]=[CH:26][C:25]([F:28])=[CH:24][CH:23]=3)[CH:19]=[N:20][CH:21]=2)=[N:10]S(CC(C)C)=O)=[CH:5][C:4]=1[F:29])#[N:2].[ClH:30].[CH3:31]O. Given the product [ClH:30].[ClH:30].[NH2:10][C:9]([C:6]1[CH:7]=[CH:8][C:3]([C:1]#[N:2])=[C:4]([F:29])[CH:5]=1)([C:17]1[N:18]([C:22]2[CH:27]=[CH:26][C:25]([F:28])=[CH:24][CH:23]=2)[CH:19]=[N:20][CH:21]=1)[CH3:31], predict the reactants needed to synthesize it. (2) Given the product [NH2:22][C:4]1[CH:3]=[C:2]([F:1])[CH:7]=[CH:6][C:5]=1[C:8]([NH:10][C:11]1([C:18]([O:20][CH3:21])=[O:19])[CH2:17][CH2:16][CH2:15][CH2:14][CH2:13][CH2:12]1)=[O:9], predict the reactants needed to synthesize it. The reactants are: [F:1][C:2]1[CH:7]=[CH:6][C:5]([C:8]([NH:10][C:11]2([C:18]([O:20][CH3:21])=[O:19])[CH2:17][CH2:16][CH2:15][CH2:14][CH2:13][CH2:12]2)=[O:9])=[C:4]([N+:22]([O-])=O)[CH:3]=1. (3) Given the product [Cl:23][C:24]1[N:29]=[CH:28][C:27]([C:30]([C:2]2[CH:3]=[C:4]3[C:9](=[CH:10][CH:11]=2)[N:8]=[C:7]([O:12][CH3:13])[CH:6]=[C:5]3[C:14]2[CH:19]=[CH:18][CH:17]=[C:16]([O:20][CH2:21][CH3:22])[CH:15]=2)([C:32]2[N:33]([CH3:37])[CH:34]=[N:35][CH:36]=2)[OH:31])=[CH:26][CH:25]=1, predict the reactants needed to synthesize it. The reactants are: Br[C:2]1[CH:3]=[C:4]2[C:9](=[CH:10][CH:11]=1)[N:8]=[C:7]([O:12][CH3:13])[CH:6]=[C:5]2[C:14]1[CH:19]=[CH:18][CH:17]=[C:16]([O:20][CH2:21][CH3:22])[CH:15]=1.[Cl:23][C:24]1[N:29]=[CH:28][C:27]([C:30]([C:32]2[N:33]([CH3:37])[CH:34]=[N:35][CH:36]=2)=[O:31])=[CH:26][CH:25]=1. (4) Given the product [CH:2]([C:3]1[N:4]=[N:5][N:6]([C:8]2[CH:22]=[CH:21][CH:20]=[CH:19][C:9]=2[CH2:10][NH:11][C:12](=[O:18])[O:13][C:14]([CH3:17])([CH3:16])[CH3:15])[CH:7]=1)=[O:1], predict the reactants needed to synthesize it. The reactants are: [OH:1][CH2:2][C:3]1[N:4]=[N:5][N:6]([C:8]2[CH:22]=[CH:21][CH:20]=[CH:19][C:9]=2[CH2:10][NH:11][C:12](=[O:18])[O:13][C:14]([CH3:17])([CH3:16])[CH3:15])[CH:7]=1. (5) Given the product [F:1][C:2]1[CH:7]=[CH:6][CH:5]=[CH:4][C:3]=1[N:8]1[C:12]([C:13]2[CH:18]=[CH:17][CH:16]=[CH:15][C:14]=2[C:19]2[CH:24]=[CH:23][CH:22]=[CH:21][C:20]=2[CH2:26][O:27][CH3:28])=[N:11][N:10]=[N:9]1, predict the reactants needed to synthesize it. The reactants are: [F:1][C:2]1[CH:7]=[CH:6][CH:5]=[CH:4][C:3]=1[N:8]1[C:12]([C:13]2[CH:18]=[CH:17][CH:16]=[CH:15][C:14]=2[C:19]2[CH:24]=[CH:23][CH:22]=[CH:21][C:20]=2O)=[N:11][N:10]=[N:9]1.[CH3:26][O:27][CH2:28]C1C=CC=CC=1B(O)O. (6) Given the product [CH3:1][O:2][C:3](=[O:21])[CH2:4][CH2:5][C:6]1[C:7](=[O:20])[N:8]([CH2:12][C:13]2[CH:14]=[CH:15][C:16]([NH:19][C:27](=[O:26])[CH3:29])=[CH:17][CH:18]=2)[CH2:9][CH2:10][CH:11]=1, predict the reactants needed to synthesize it. The reactants are: [CH3:1][O:2][C:3](=[O:21])[CH2:4][CH2:5][C:6]1[C:7](=[O:20])[N:8]([CH2:12][C:13]2[CH:18]=[CH:17][C:16]([NH2:19])=[CH:15][CH:14]=2)[CH2:9][CH2:10][CH:11]=1.C(Cl)Cl.O(OC(C)=O)[O:26][C:27]([CH3:29])=O.C(N(CC)CC)C. (7) Given the product [CH2:28]([C@H:27]1[C@H:26]([CH3:25])[C@@H:30]([NH:33][C:34](=[O:43])[O:35][CH2:36][C:37]2[CH:38]=[CH:39][CH:40]=[CH:41][CH:42]=2)[C:31]2[C:9](=[CH:8][CH:7]=[C:6]([F:5])[CH:32]=2)[NH:10]1)[CH3:23], predict the reactants needed to synthesize it. The reactants are: C(=O)CC.[F:5][C:6]1C=C[C:9]([NH2:10])=[CH:8][CH:7]=1.P(O)(O[C:23]1[CH:28]=[CH:27][CH:26]=[CH:25]C=1)(O[C:27]1[CH:28]=[CH:23]C=[CH:25][CH:26]=1)=O.[CH:30](/[NH:33][C:34](=[O:43])[O:35][CH2:36][C:37]1[CH:42]=[CH:41][CH:40]=[CH:39][CH:38]=1)=[CH:31]\[CH3:32]. (8) Given the product [BrH:14].[C:11]1(=[O:17])[C:10]2[C:5](=[CH:6][N:7]=[CH:8][CH:9]=2)[CH:4]=[CH:3][NH:12]1, predict the reactants needed to synthesize it. The reactants are: CN(C)/[CH:3]=[CH:4]/[C:5]1[CH:6]=[N:7][CH:8]=[CH:9][C:10]=1[C:11]#[N:12].[BrH:14].C([OH:17])C.